From a dataset of Full USPTO retrosynthesis dataset with 1.9M reactions from patents (1976-2016). Predict the reactants needed to synthesize the given product. (1) Given the product [CH3:1][C:2]1[C:6]([C:7]2[CH:15]=[C:14]3[C:10]([C:11]4[C:19]([C:20]5[C:29]6[C:24](=[CH:25][CH:26]=[CH:27][CH:28]=6)[C:23]([C:30]([N:47]6[CH2:48][CH2:49][NH:44][C@@H:45]([CH2:50][OH:51])[CH2:46]6)=[O:31])=[CH:22][CH:21]=5)=[N:18][C:17]([CH3:33])=[N:16][C:12]=4[NH:13]3)=[CH:9][C:8]=2[O:34][CH3:35])=[C:5]([CH3:36])[O:4][N:3]=1, predict the reactants needed to synthesize it. The reactants are: [CH3:1][C:2]1[C:6]([C:7]2[CH:15]=[C:14]3[C:10]([C:11]4[C:19]([C:20]5[C:29]6[C:24](=[CH:25][CH:26]=[CH:27][CH:28]=6)[C:23]([C:30](O)=[O:31])=[CH:22][CH:21]=5)=[N:18][C:17]([CH3:33])=[N:16][C:12]=4[NH:13]3)=[CH:9][C:8]=2[O:34][CH3:35])=[C:5]([CH3:36])[O:4][N:3]=1.C([N:44]1[CH2:49][CH2:48][NH:47][CH2:46][C@@H:45]1[CH2:50][OH:51])(OC(C)(C)C)=O.C(C(O)=O)(F)(F)F. (2) Given the product [F:8][C:6]1[CH:5]=[CH:4][C:3]([O:9][CH3:10])=[C:2]([CH2:13][C@H:12]([OH:24])[CH3:15])[CH:7]=1, predict the reactants needed to synthesize it. The reactants are: Br[C:2]1[CH:7]=[C:6]([F:8])[CH:5]=[CH:4][C:3]=1[O:9][CH3:10].[Li][C:12]([CH3:15])(C)[CH3:13].CCCCC.C1C[O:24]CC1.